Dataset: Forward reaction prediction with 1.9M reactions from USPTO patents (1976-2016). Task: Predict the product of the given reaction. (1) The product is: [NH2:30][C:27]1[S:28][CH:29]=[C:25]([CH2:24][CH2:23][O:22][C:21]2[CH:38]=[CH:39][C:18]([NH:17][C:15]([C:10]3[CH2:11][CH2:12][CH2:13][CH2:14][C:9]=3[C:6]3[CH:5]=[CH:4][C:3]([C:2]([F:41])([F:1])[F:40])=[CH:8][CH:7]=3)=[O:16])=[CH:19][CH:20]=2)[N:26]=1. Given the reactants [F:1][C:2]([F:41])([F:40])[C:3]1[CH:8]=[CH:7][C:6]([C:9]2[CH2:14][CH2:13][CH2:12][CH2:11][C:10]=2[C:15]([NH:17][C:18]2[CH:39]=[CH:38][C:21]([O:22][CH2:23][CH2:24][C:25]3[N:26]=[C:27]([NH:30]C(=O)OC(C)(C)C)[S:28][CH:29]=3)=[CH:20][CH:19]=2)=[O:16])=[CH:5][CH:4]=1.FC(F)(F)C(O)=O, predict the reaction product. (2) Given the reactants [Li][CH2:2][CH2:3][CH2:4][CH3:5].Br[C:7]1[C:8](C2C=CC=CC=2)=[N:9][N:10]([C:12]([C:25]2[CH:30]=[CH:29][CH:28]=[CH:27][CH:26]=2)([C:19]2[CH:24]=[CH:23][CH:22]=[CH:21][CH:20]=2)[C:13]2[CH:18]=[CH:17][CH:16]=[CH:15][CH:14]=2)[CH:11]=1.[B:37](OC(C)C)([O:42]C(C)C)[O:38]C(C)C.[CH2:50]1COC[CH2:51]1, predict the reaction product. The product is: [C:5]1([C:8]2[C:7]([B:37]([OH:42])[OH:38])=[CH:11][N:10]([C:12]([C:25]3[CH:26]=[CH:27][CH:28]=[CH:29][CH:30]=3)([C:19]3[CH:24]=[CH:23][CH:22]=[CH:21][CH:20]=3)[C:13]3[CH:18]=[CH:17][CH:16]=[CH:15][CH:14]=3)[N:9]=2)[CH:51]=[CH:50][CH:2]=[CH:3][CH:4]=1.